This data is from Experimentally validated miRNA-target interactions with 360,000+ pairs, plus equal number of negative samples. The task is: Binary Classification. Given a miRNA mature sequence and a target amino acid sequence, predict their likelihood of interaction. (1) The miRNA is hsa-miR-106b-5p with sequence UAAAGUGCUGACAGUGCAGAU. The protein sequence of the target gene is MLSSFPVVLLETMSHYTDEPRFTIEQIDLLQRLRRTGMTKHEILHALETLDRLDQEHSDKFGRRSSYGGSSYGNSTNNVPASSSTATASTQTQHSGMSPSPSNSYDTSPQPCTTNQNGRENNERLSTSNGKMSPTRYHANSMGQRSYSFEASEEDLDVDDKVEELMRRDSSVIKEEIKAFLANRRISQAVVAQVTGISQSRISHWLLQQGSDLSEQKKRAFYRWYQLEKTNPGATLSMRPAPIPIEDPEWRQTPPPVSATSGTFRLRRGSRFTWRKECLAVMESYFNENQYPDEAKREEI.... Result: 1 (interaction). (2) The miRNA is hsa-miR-4298 with sequence CUGGGACAGGAGGAGGAGGCAG. The protein sequence of the target gene is MPRSFLVKKIKGDGFQCSGVPAPTYHPLETAYVLPGARGPPGDNGYAPHRLPPSSYDADQKPGLELAPAEPAYPPAAPEEYSDPESPQSSLSARYFRGEAAVTDSYSMDAFFISDGRSRRRRGGGGGDAGGSGDAGGAGGRAGRAGAQAGGGHRHACAECGKTYATSSNLSRHKQTHRSLDSQLARKCPTCGKAYVSMPALAMHLLTHNLRHKCGVCGKAFSRPWLLQGHMRSHTGEKPFGCAHCGKAFADRSNLRAHMQTHSAFKHYRCRQCDKSFALKSYLHKHCEAACAKAAEPPPP.... Result: 0 (no interaction). (3) The miRNA is hsa-miR-4698 with sequence UCAAAAUGUAGAGGAAGACCCCA. The protein sequence of the target gene is MFRRARLSVKPNVRPGVGARGSTASNPQRGRESPRPPDPATDSASKPAEPTDVPTVDFGGAEPQEKAPRSSTEKTGGDNDVEESSRSSSTVSQRRKRISSTSSLVKSSVSVPSESHPLSTINQEAPQPTATSTKEKQPCSDRYRIYKAQKLREMLKEELRKEKKQWKNKYAINESQRPPDRSKMTMRDFIYYLPDNNPMTSSLEQEKKTEKPSTPVQTREQEGKSTPNAEDNEMEEETDDGPLLVPRVKVAEDGSIILDEESLTVEVLRTKGPCVVEENDPIFERGSTTTYSSFRKNYYS.... Result: 1 (interaction). (4) The miRNA is hsa-miR-3199 with sequence AGGGACUGCCUUAGGAGAAAGUU. The protein sequence of the target gene is MGLLLLILASAVLGSFLTLLAQFLLLYRRQPEPRADEAARAGDGFRYLKPVPGLPLREYLYGGGAEELAACSSEAGASSTPTPDSPAPPTLETCYFLNATILFLFRELRDTALARRWVTKKIKVEFEELLQTKTAGRLLEGLSLRDVFLGDTVPFIKTIRLVRPVVASGTGEPDDPDGDALPATCPEELAFEAEVEYNGGFHLAIDVDLVFGKSAYLFVKLSRVVGRLRFVLTRVPFTHWFFSFVEDPLIDFEVRSQFEGRPMPQLTSIIVNQLKKIIKRKHTLPSYKIRFKPFFPYQAL.... Result: 0 (no interaction). (5) The miRNA is hsa-miR-548s with sequence AUGGCCAAAACUGCAGUUAUUUU. The protein sequence of the target gene is MVGPEDAGACSGRNPKLLPVPAPDPVGQDRKVIRATGGFGGGVGAVEPPEEADEEEEADEEEETPPRQLLQRYLAAAGEQLEPGLCYCPLPAGQAGAPPPSAAPRSDACLLGSGSKHRGAEVADGRAPRHEGMTNGDSGFLPGRDCRDLEEARGLARAGGRESRRRRPYGRLRLEGPGDEDADGAGSPSDWASPLEDPLRSCCLVAADAQEPEGAGSDSGDSPASSCSSSEDSEQRGVGAGGPEEGAPPATSAERTNGGAEPRLGFSDIHFNSRNTFQVSRGQSARDHLPPAGPPVPLPA.... Result: 1 (interaction). (6) The miRNA is hsa-miR-4680-3p with sequence UCUGAAUUGUAAGAGUUGUUA. The protein sequence of the target gene is MAEAEGESLESWLNKATNPSNRQEDWEYIIGFCDQINKELEGPQIAVRLLAHKIQSPQEWEALQALTVLEACMKNCGRRFHNEVGKFRFLNELIKVVSPKYLGDRVSEKVKTKVIELLYSWTMALPEEAKIKDAYHMLKRQGIVQSDPPIPVDRTLIPSPPPRPKNPVFDDEEKSKLLAKLLKSKNPDDLQEANKLIKSMVKEDEARIQKVTKRLHTLEEVNNNVRLLSEMLLHYSQEDSSDGDRELMKELFDQCENKRRTLFKLASETEDNDNSLGDILQASDNLSRVINSYKTIIEGQ.... Result: 0 (no interaction). (7) The miRNA is mmu-miR-331-3p with sequence GCCCCUGGGCCUAUCCUAGAA. The protein sequence of the target gene is MAAELRMILYEDDSVQVQYVDGSTLQLSPCGTEFLFEKSPPVSAHPLEQPERIRQRTHFVISTYREQLQRALDFRNSSATCPFLSETIIPSERKKHIFIDITEVRWPSLDTDGTMIYMESGIVKITSLDGHAYLCLPRSQHEFTVHFLCKVSQKSDSSAVLSETNNKAPKDKLVEKTGKICIRGNLPGQRLKNKENEFHCQIMKSKETLKKMSCVNGTEGREELPSPGTKHTCVYTWVKQCWSVAACPEEWKYPLSLALHFHNKISNMSKIDAHITQSRFLTSDISEERGKVVSVLPRAL.... Result: 0 (no interaction).